This data is from Peptide-MHC class I binding affinity with 185,985 pairs from IEDB/IMGT. The task is: Regression. Given a peptide amino acid sequence and an MHC pseudo amino acid sequence, predict their binding affinity value. This is MHC class I binding data. (1) The peptide sequence is VPVWKEATTTL. The MHC is HLA-B44:03 with pseudo-sequence HLA-B44:03. The binding affinity (normalized) is 0. (2) The peptide sequence is RVCAEMVAK. The MHC is HLA-B57:01 with pseudo-sequence HLA-B57:01. The binding affinity (normalized) is 0.0847. (3) The MHC is HLA-A31:01 with pseudo-sequence HLA-A31:01. The binding affinity (normalized) is 0.0847. The peptide sequence is VTRPLRTMV. (4) The binding affinity (normalized) is 0.148. The MHC is HLA-A33:01 with pseudo-sequence HLA-A33:01. The peptide sequence is AVAEAQCKK. (5) The peptide sequence is TEAKMLLDNI. The MHC is HLA-B44:03 with pseudo-sequence HLA-B44:03. The binding affinity (normalized) is 0.406. (6) The binding affinity (normalized) is 0.687. The MHC is HLA-A02:01 with pseudo-sequence HLA-A02:01. The peptide sequence is LMANLAPHLL.